From a dataset of Peptide-MHC class II binding affinity with 134,281 pairs from IEDB. Regression. Given a peptide amino acid sequence and an MHC pseudo amino acid sequence, predict their binding affinity value. This is MHC class II binding data. (1) The peptide sequence is LVSKLYEVVPGILTE. The MHC is DRB1_0802 with pseudo-sequence DRB1_0802. The binding affinity (normalized) is 0.624. (2) The peptide sequence is VKEIPPRLLYAKSSP. The MHC is DRB1_0405 with pseudo-sequence DRB1_0405. The binding affinity (normalized) is 0.366. (3) The peptide sequence is SQDLELSWNLNGLQAG. The MHC is HLA-DQA10101-DQB10501 with pseudo-sequence HLA-DQA10101-DQB10501. The binding affinity (normalized) is 0.791.